This data is from Forward reaction prediction with 1.9M reactions from USPTO patents (1976-2016). The task is: Predict the product of the given reaction. Given the reactants [N+:1]([C:4]1[CH:9]=[CH:8][C:7]([S:10]([CH2:13][CH3:14])(=[NH:12])=[O:11])=[CH:6][CH:5]=1)([O-:3])=[O:2].Cl[C:16]([O:18][CH:19]1[CH:24]([CH:25]([CH3:27])[CH3:26])[CH2:23][CH2:22][CH:21]([CH3:28])[CH2:20]1)=[O:17].[Na+].[Cl-], predict the reaction product. The product is: [CH2:13]([S:10]([C:7]1[CH:6]=[CH:5][C:4]([N+:1]([O-:3])=[O:2])=[CH:9][CH:8]=1)(=[N:12][C:16]([O:18][C@@H:19]1[CH2:20][C@H:21]([CH3:28])[CH2:22][CH2:23][C@H:24]1[CH:25]([CH3:27])[CH3:26])=[O:17])=[O:11])[CH3:14].